From a dataset of Catalyst prediction with 721,799 reactions and 888 catalyst types from USPTO. Predict which catalyst facilitates the given reaction. (1) Reactant: [Cl:1][C:2]1[CH:7]=[C:6]([I:8])[CH:5]=[CH:4][C:3]=1[NH2:9].[Li+].C[Si]([N-][Si](C)(C)C)(C)C.[CH2:20]([O:23][C:24]1[CH:29]=[C:28]([F:30])[C:27]([F:31])=[C:26](F)[C:25]=1[N+:33]([O-:35])=[O:34])[CH:21]=[CH2:22]. Product: [CH2:20]([O:23][C:24]1[C:25]([N+:33]([O-:35])=[O:34])=[C:26]([NH:9][C:3]2[CH:4]=[CH:5][C:6]([I:8])=[CH:7][C:2]=2[Cl:1])[C:27]([F:31])=[C:28]([F:30])[CH:29]=1)[CH:21]=[CH2:22]. The catalyst class is: 1. (2) Reactant: [CH2:1]([C:3]([C:21]1[CH:29]=[CH:28]C(C(O)=O)=[C:23]([CH3:30])[CH:22]=1)([C:6]1[CH:11]=[CH:10][C:9](/[CH:12]=[CH:13]/[C:14]([CH2:18][CH3:19])([OH:17])[CH2:15][CH3:16])=[C:8]([CH3:20])[CH:7]=1)[CH2:4][CH3:5])[CH3:2].C([N:33]([CH2:36][CH3:37])[CH2:34][CH3:35])C.Cl.C1C2C(COC(=O)[NH:55][CH2:56][CH2:57]CCN)C3C(=CC=CC=3)C=2C=CC=1.CCN=C=NCCCN(C)C.Cl.C1C=C2N=NN([OH:83])C2=CC=1.O.C(NCC)C. Product: [NH2:55][CH2:56][CH2:57][CH2:37][CH2:36][NH:33][C:34](=[O:83])[C:35]1[CH:28]=[CH:29][C:21]([C:3]([CH2:1][CH3:2])([C:6]2[CH:11]=[CH:10][C:9](/[CH:12]=[CH:13]/[C:14]([CH2:18][CH3:19])([OH:17])[CH2:15][CH3:16])=[C:8]([CH3:20])[CH:7]=2)[CH2:4][CH3:5])=[CH:22][C:23]=1[CH3:30]. The catalyst class is: 34. (3) Reactant: [CH3:1][C@@H:2]([O:14][CH2:15][P:16]([O:27][CH2:28][O:29][C:30]([O:32][CH:33]([CH3:35])[CH3:34])=[O:31])([O:18][CH2:19][O:20][C:21]([O:23][CH:24]([CH3:26])[CH3:25])=[O:22])=[O:17])[CH2:3][N:4]1[C:8]2[N:9]=[CH:10][N:11]=[C:12]([NH2:13])[C:7]=2[N:6]=[CH:5]1.C(/C(O)=O)=C\C(O)=O.C(OCC)(=O)C.C(=O)(O)[O-].[Na+]. The catalyst class is: 6. Product: [CH3:1][C@@H:2]([O:14][CH2:15][P:16]([O:18][CH2:19][O:20][C:21]([O:23][CH:24]([CH3:26])[CH3:25])=[O:22])([O:27][CH2:28][O:29][C:30]([O:32][CH:33]([CH3:34])[CH3:35])=[O:31])=[O:17])[CH2:3][N:4]1[C:8]2[N:9]=[CH:10][N:11]=[C:12]([NH2:13])[C:7]=2[N:6]=[CH:5]1. (4) Reactant: [Al+3].[Cl-].[Cl-].[Cl-].[Cl:5][CH2:6][CH2:7][CH2:8][C:9](Cl)=[O:10].[F:12][C:13]1[CH:14]=[C:15]2[C:19](=[CH:20][CH:21]=1)[NH:18][CH:17]=[CH:16]2.Cl. Product: [Cl:5][CH2:6][CH2:7][CH2:8][C:9]([C:16]1[C:15]2[C:19](=[CH:20][CH:21]=[C:13]([F:12])[CH:14]=2)[NH:18][CH:17]=1)=[O:10]. The catalyst class is: 4. (5) Reactant: [CH2:1]([OH:8])[CH2:2][CH2:3][CH2:4][CH2:5][CH2:6][CH3:7].[CH3:9][C:10]1[CH:11]=[C:12](I)[CH:13]=[C:14]([CH3:16])[CH:15]=1.CC1C=C2C(N=CC=C2)=C2C=1C=CC=N2.C([O-])([O-])=O.[Cs+].[Cs+].CCCCCCCCCCCC. Product: [CH2:1]([O:8][C:12]1[CH:13]=[C:14]([CH3:16])[CH:15]=[C:10]([CH3:9])[CH:11]=1)[CH2:2][CH2:3][CH2:4][CH2:5][CH2:6][CH3:7]. The catalyst class is: 509. (6) Product: [NH2:22][C:19]1[CH:18]=[CH:17][C:16]([C:13]2[N:12]=[C:11]([C:10]([F:26])([F:25])[C:6]([F:27])([F:5])[C:7]([OH:9])=[O:8])[NH:15][N:14]=2)=[CH:21][CH:20]=1. The catalyst class is: 19. Reactant: C([O-])=O.[NH4+].[F:5][C:6]([F:27])([C:10]([F:26])([F:25])[C:11]1[NH:15][N:14]=[C:13]([C:16]2[CH:21]=[CH:20][C:19]([N+:22]([O-])=O)=[CH:18][CH:17]=2)[N:12]=1)[C:7]([OH:9])=[O:8]. (7) Reactant: [NH3:1].C(O)C.[Cl:5][C:6]1[CH:11]=[CH:10][C:9]([S:12]([C:15]2[CH:20]=[CH:19][C:18]([N:21]=[C:22]=[S:23])=[CH:17][CH:16]=2)(=[O:14])=[O:13])=[CH:8][C:7]=1[C:24]([F:27])([F:26])[F:25]. Product: [Cl:5][C:6]1[CH:11]=[CH:10][C:9]([S:12]([C:15]2[CH:16]=[CH:17][C:18]([NH:21][C:22]([NH2:1])=[S:23])=[CH:19][CH:20]=2)(=[O:14])=[O:13])=[CH:8][C:7]=1[C:24]([F:26])([F:27])[F:25]. The catalyst class is: 8.